Task: Predict the product of the given reaction.. Dataset: Forward reaction prediction with 1.9M reactions from USPTO patents (1976-2016) (1) The product is: [CH3:21][C:20]1[CH:19]=[CH:18][C:17]([C:22]([NH:24][C:25]2[CH:30]=[CH:29][CH:28]=[C:27]([C:31]([F:33])([F:32])[F:34])[CH:26]=2)=[O:23])=[CH:16][C:15]=1[C:12]1[CH:13]=[C:14]2[C:9](=[CH:10][CH:11]=1)[NH:8][C:3]1[N:4]=[CH:5][N:6]=[CH:7][C:2]2=1. Given the reactants I[C:2]1[C:3]([NH:8][C:9]2[CH:14]=[CH:13][C:12]([C:15]3[C:20]([CH3:21])=[CH:19][CH:18]=[C:17]([C:22]([NH:24][C:25]4[CH:30]=[CH:29][CH:28]=[C:27]([C:31]([F:34])([F:33])[F:32])[CH:26]=4)=[O:23])[CH:16]=3)=[CH:11][CH:10]=2)=[N:4][CH:5]=[N:6][CH:7]=1.C1(C)C=CC=CC=1P(C1C=CC=CC=1C)C1C=CC=CC=1C.C([O-])(=O)C.[Na+].CN(C=O)C, predict the reaction product. (2) Given the reactants CS([CH2:5][CH2:6][CH2:7][CH2:8][C:9]([O:11][CH2:12][C:13]1[CH:18]=[CH:17][CH:16]=[CH:15][CH:14]=1)=[O:10])(=O)=O.[CH3:19][NH:20][CH3:21], predict the reaction product. The product is: [CH3:19][N:20]([CH3:21])[CH2:5][CH2:6][CH2:7][CH2:8][C:9]([O:11][CH2:12][C:13]1[CH:18]=[CH:17][CH:16]=[CH:15][CH:14]=1)=[O:10]. (3) Given the reactants [F:1][C:2]1[CH:7]=[C:6]([F:8])[CH:5]=[C:4]([F:9])[C:3]=1[CH:10]([NH:13][C:14]1[CH:19]=[CH:18][CH:17]=[C:16]([F:20])[CH:15]=1)[C:11]#[N:12].[C:21](Cl)(=[O:25])[C:22]([Cl:24])=O.[Cl:27]C1C=CC=CC=1, predict the reaction product. The product is: [Cl:24][C:22]1[C:21](=[O:25])[N:13]([C:14]2[CH:19]=[CH:18][CH:17]=[C:16]([F:20])[CH:15]=2)[C:10]([C:3]2[C:2]([F:1])=[CH:7][C:6]([F:8])=[CH:5][C:4]=2[F:9])=[C:11]([Cl:27])[N:12]=1. (4) The product is: [F:22][C:23]1[CH:28]=[CH:27][CH:26]=[C:25]([F:29])[C:24]=1[S:30]([NH:1][C:2]1[C:3]([F:12])=[C:4]([CH:9]=[CH:10][CH:11]=1)[C:5]([O:7][CH3:8])=[O:6])(=[O:32])=[O:31]. Given the reactants [NH2:1][C:2]1[C:3]([F:12])=[C:4]([CH:9]=[CH:10][CH:11]=1)[C:5]([O:7][CH3:8])=[O:6].ClCCl.N1C=CC=CC=1.[F:22][C:23]1[CH:28]=[CH:27][CH:26]=[C:25]([F:29])[C:24]=1[S:30](Cl)(=[O:32])=[O:31], predict the reaction product. (5) Given the reactants [O:1]=[C:2]1[N:6]=[C:5]([NH:7][CH2:8][C:9]#[CH:10])/[C:4](=[CH:11]/[CH:12]2[CH2:17][CH2:16][N:15](C(OC(C)(C)C)=O)[CH2:14][CH2:13]2)/[S:3]1.[ClH:25].C(OCC)(=O)C, predict the reaction product. The product is: [ClH:25].[ClH:25].[NH:15]1[CH2:16][CH2:17][CH:12](/[CH:11]=[C:4]2/[C:5]([NH:7][CH2:8][C:9]#[CH:10])=[N:6][C:2](=[O:1])[S:3]/2)[CH2:13][CH2:14]1.